Dataset: Forward reaction prediction with 1.9M reactions from USPTO patents (1976-2016). Task: Predict the product of the given reaction. (1) Given the reactants [CH3:1][O:2][C:3]1[CH:4]=[C:5]([CH2:11][CH2:12][NH:13][C:14](=[O:26])[CH2:15][C:16]2[CH:25]=[CH:24][C:23]3[CH2:22][CH2:21][CH2:20][CH2:19][C:18]=3[CH:17]=2)[CH:6]=[CH:7][C:8]=1[O:9][CH3:10].C(O[CH:32](N(C)C)[N:33]([CH3:35])[CH3:34])(C)(C)C.CN(C)C=O, predict the reaction product. The product is: [CH3:1][O:2][C:3]1[CH:4]=[C:5]([CH2:11][CH2:12][NH:13][C:14](=[O:26])[C:15]([C:16]2[CH:25]=[CH:24][C:23]3[CH2:22][CH2:21][CH2:20][CH2:19][C:18]=3[CH:17]=2)=[CH:32][N:33]([CH3:35])[CH3:34])[CH:6]=[CH:7][C:8]=1[O:9][CH3:10]. (2) Given the reactants [CH2:1]([C:3]1[CH:8]=[C:7]([C:9]([F:21])([C:17]([F:20])([F:19])[F:18])[C:10]([F:16])([F:15])[C:11]([F:14])([F:13])[F:12])[CH:6]=[C:5]([CH3:22])[C:4]=1[NH:23][C:24](=[O:35])[C:25]1[CH:30]=[CH:29][CH:28]=[C:27]([N+:31]([O-:33])=[O:32])[C:26]=1F)[CH3:2].[C:36](=O)([O-])[O-:37].[K+].[K+], predict the reaction product. The product is: [CH2:1]([C:3]1[CH:8]=[C:7]([C:9]([F:21])([C:17]([F:20])([F:19])[F:18])[C:10]([F:16])([F:15])[C:11]([F:12])([F:13])[F:14])[CH:6]=[C:5]([CH3:22])[C:4]=1[NH:23][C:24](=[O:35])[C:25]1[CH:30]=[CH:29][CH:28]=[C:27]([N+:31]([O-:33])=[O:32])[C:26]=1[O:37][CH3:36])[CH3:2]. (3) Given the reactants [Cl:1][C:2]1[CH:3]=[CH:4][C:5]([C:21]#[N:22])=[C:6]([C:8]2[CH:13]=[CH:12][N:11]([CH:14]([CH2:18][CH3:19])[C:15]([OH:17])=O)[C:10](=[O:20])[CH:9]=2)[CH:7]=1.[NH:23]1[C:27]([C:28]2[CH:34]=[CH:33][C:31]([NH2:32])=[CH:30][CH:29]=2)=[N:26][N:25]=[N:24]1, predict the reaction product. The product is: [Cl:1][C:2]1[CH:3]=[CH:4][C:5]([C:21]#[N:22])=[C:6]([C:8]2[CH:13]=[CH:12][N:11]([CH:14]([CH2:18][CH3:19])[C:15]([NH:32][C:31]3[CH:33]=[CH:34][C:28]([C:27]4[NH:26][N:25]=[N:24][N:23]=4)=[CH:29][CH:30]=3)=[O:17])[C:10](=[O:20])[CH:9]=2)[CH:7]=1.